From a dataset of Forward reaction prediction with 1.9M reactions from USPTO patents (1976-2016). Predict the product of the given reaction. (1) Given the reactants [F:1][C:2]1[C:7]([C:8]2[C:9](=[O:35])[NH:10][C:11](=[O:34])[N:12]([CH2:14][CH2:15][CH2:16][CH2:17][N:18]3[CH2:23][CH:22]4[C@:20]([C:24]5[CH:29]=[CH:28][C:27]([C:30]([F:33])([F:32])[F:31])=[CH:26][CH:25]=5)([CH2:21]4)[CH2:19]3)[CH:13]=2)=[CH:6][CH:5]=[CH:4][N:3]=1.[ClH:36].O1CCOCC1, predict the reaction product. The product is: [ClH:36].[ClH:36].[F:1][C:2]1[C:7]([C:8]2[C:9](=[O:35])[NH:10][C:11](=[O:34])[N:12]([CH2:14][CH2:15][CH2:16][CH2:17][N:18]3[CH2:23][C@H:22]4[C@:20]([C:24]5[CH:29]=[CH:28][C:27]([C:30]([F:33])([F:32])[F:31])=[CH:26][CH:25]=5)([CH2:21]4)[CH2:19]3)[CH:13]=2)=[CH:6][CH:5]=[CH:4][N:3]=1. (2) The product is: [Cl:1][C:2]1[CH:18]=[CH:17][C:5]([CH2:6][N:7]([CH2:28][C:25]2[CH:26]=[CH:27][C:22]3[C:23]([CH:24]=2)=[N:19][S:20][N:21]=3)[C:8]2[CH:16]=[CH:15][C:11]3[NH:12][CH:13]=[N:14][C:10]=3[CH:9]=2)=[CH:4][CH:3]=1. Given the reactants [Cl:1][C:2]1[CH:18]=[CH:17][C:5]([CH2:6][NH:7][C:8]2[CH:16]=[CH:15][C:11]3[N:12]=[CH:13][NH:14][C:10]=3[CH:9]=2)=[CH:4][CH:3]=1.[N:19]1[S:20][N:21]=[C:22]2[CH:27]=[CH:26][C:25]([CH2:28]Br)=[CH:24][C:23]=12.C([O-])([O-])=O.[K+].[K+], predict the reaction product. (3) Given the reactants F[C:2]1[CH:10]=[CH:9][C:5]([C:6]([OH:8])=[O:7])=[CH:4][C:3]=1[C:11]([F:14])([F:13])[F:12].[NH:15]1[CH2:21][CH2:20][CH2:19][CH2:18][CH2:17][CH2:16]1, predict the reaction product. The product is: [N:15]1([C:2]2[CH:10]=[CH:9][C:5]([C:6]([OH:8])=[O:7])=[CH:4][C:3]=2[C:11]([F:14])([F:13])[F:12])[CH2:21][CH2:20][CH2:19][CH2:18][CH2:17][CH2:16]1. (4) Given the reactants [Cl:1][C:2]1[C:7]([OH:8])=[C:6](I)[CH:5]=[C:4]([CH2:10][OH:11])[N:3]=1.[CH2:12]([Si](C)(C)C)[C:13]#[CH:14].N1CCCCC1.CN(C=O)C, predict the reaction product. The product is: [Cl:1][C:2]1[N:3]=[C:4]([CH2:10][OH:11])[CH:5]=[C:6]2[CH:12]=[C:13]([CH3:14])[O:8][C:7]=12. (5) Given the reactants [CH2:1]([C:4]1[CH:9]=[CH:8][CH:7]=[CH:6][C:5]=1[CH2:10][CH2:11]O)[CH2:2][CH3:3].C1C=CC(P(C2C=CC=CC=2)C2C=CC=CC=2)=CC=1.[I:32]I.N1C=CN=C1, predict the reaction product. The product is: [I:32][CH2:11][CH2:10][C:5]1[CH:6]=[CH:7][CH:8]=[CH:9][C:4]=1[CH2:1][CH2:2][CH3:3]. (6) Given the reactants ClC1C=CC=C(C(OO)=[O:9])C=1.[C:12]([O:16][C:17]([N:19]1[CH2:24][CH2:23][N:22]([C:25](=[O:38])[C:26]2[CH:31]=[CH:30][C:29]([C:32]3[CH:37]=[CH:36][CH:35]=[CH:34][N:33]=3)=[CH:28][CH:27]=2)[CH2:21][CH2:20]1)=[O:18])([CH3:15])([CH3:14])[CH3:13].S([O-])([O-])(=O)=S.[Na+].[Na+], predict the reaction product. The product is: [C:12]([O:16][C:17]([N:19]1[CH2:24][CH2:23][N:22]([C:25]([C:26]2[CH:31]=[CH:30][C:29]([C:32]3[CH:37]=[CH:36][CH:35]=[CH:34][N+:33]=3[O-:9])=[CH:28][CH:27]=2)=[O:38])[CH2:21][CH2:20]1)=[O:18])([CH3:15])([CH3:13])[CH3:14]. (7) Given the reactants Cl[C:2]1[N:7]=[C:6](Cl)[C:5]([F:9])=[CH:4][N:3]=1.[NH2:10][C:11]1[CH:12]=[C:13]([CH:15]=[CH:16][C:17]=1[N+:18]([O-:20])=[O:19])[NH2:14], predict the reaction product. The product is: [NH2:10][C:11]1[CH:12]=[C:13]([NH:14][C:2]2[N:7]=[C:6]([NH:14][C:13]3[CH:15]=[CH:16][C:17]([N+:18]([O-:20])=[O:19])=[C:11]([NH2:10])[CH:12]=3)[C:5]([F:9])=[CH:4][N:3]=2)[CH:15]=[CH:16][C:17]=1[N+:18]([O-:20])=[O:19]. (8) Given the reactants [CH:1]1([C:5]2[CH:10]=[CH:9][C:8]([C:11]3[N:12]=[CH:13][C:14]([NH2:17])=[N:15][CH:16]=3)=[C:7]([F:18])[C:6]=2[O:19][CH2:20][CH:21]2[CH2:23][O:22]2)[CH2:4][CH2:3][CH2:2]1.C([O-])([O-])=O.[Cs+].[Cs+].[NH:30]1[CH:35]=[CH:34][CH:33]=[CH:32][C:31]1=[O:36], predict the reaction product. The product is: [NH2:17][C:14]1[N:15]=[CH:16][C:11]([C:8]2[C:7]([F:18])=[C:6]([C:5]([CH:1]3[CH2:4][CH2:3][CH2:2]3)=[CH:10][CH:9]=2)[O:19][CH2:20][CH:21]([OH:22])[CH2:23][N:30]2[CH:35]=[CH:34][CH:33]=[CH:32][C:31]2=[O:36])=[N:12][CH:13]=1. (9) Given the reactants [C:1]([C:4]1[CH:9]=[CH:8][N:7]2[C:10]([C:13]([O:15][CH2:16][CH3:17])=[O:14])=[CH:11][N:12]=[C:6]2[CH:5]=1)(=[O:3])[CH3:2].[CH3:18][Mg]Br.CO, predict the reaction product. The product is: [OH:3][C:1]([C:4]1[CH:9]=[CH:8][N:7]2[C:10]([C:13]([O:15][CH2:16][CH3:17])=[O:14])=[CH:11][N:12]=[C:6]2[CH:5]=1)([CH3:18])[CH3:2].